This data is from Full USPTO retrosynthesis dataset with 1.9M reactions from patents (1976-2016). The task is: Predict the reactants needed to synthesize the given product. (1) Given the product [Cl:2][C:3]1[CH:4]=[C:5]2[C:9](=[CH:10][CH:11]=1)[NH:8][CH:7]=[C:6]2[CH2:12][CH2:13][NH:14][C:24]([C:21]1[CH2:20][CH:19]([CH2:18][O:17][CH2:15][CH3:16])[O:23][N:22]=1)=[O:25], predict the reactants needed to synthesize it. The reactants are: Cl.[Cl:2][C:3]1[CH:4]=[C:5]2[C:9](=[CH:10][CH:11]=1)[NH:8][CH:7]=[C:6]2[CH2:12][CH2:13][NH2:14].[CH2:15]([O:17][CH2:18][CH:19]1[O:23][N:22]=[C:21]([C:24](O)=[O:25])[CH2:20]1)[CH3:16].CN(C(ON1N=NC2C=CC=NC1=2)=[N+](C)C)C.F[P-](F)(F)(F)(F)F.C(N(CC)C(C)C)(C)C. (2) Given the product [C:12]([O:16][C:14]([N:9]1[CH2:10][CH2:11][CH:12]([CH3:13])[CH:8]1[CH2:7][C:6]1[C:18]2[C:17](=[CH:22][C:21]([F:23])=[CH:20][CH:19]=2)[N:4]([C:1](=[O:3])[CH3:2])[CH:5]=1)=[O:15])([CH3:13])([CH3:8])[CH3:11], predict the reactants needed to synthesize it. The reactants are: [C:1]([N:4]([C:17]1[CH:22]=[C:21]([F:23])[CH:20]=[CH:19][C:18]=1Br)[CH2:5][CH:6]=[CH:7][CH:8]1[CH:12]([CH3:13])[CH2:11][CH2:10][N:9]1[C:14]([OH:16])=[O:15])(=[O:3])[CH3:2].C([O-])([O-])=O.[K+].[K+]. (3) Given the product [CH3:28][S:29]([N:23]1[CH2:24][CH2:25][C:26]2[N:27]=[C:19]([NH:18][C:8]3[CH:9]=[CH:10][C:11]([N:12]4[CH:16]=[C:15]([CH3:17])[N:14]=[CH:13]4)=[C:6]([O:5][CH3:4])[CH:7]=3)[S:20][C:21]=2[CH2:22]1)(=[O:31])=[O:30], predict the reactants needed to synthesize it. The reactants are: Cl.Cl.Cl.[CH3:4][O:5][C:6]1[CH:7]=[C:8]([NH:18][C:19]2[S:20][C:21]3[CH2:22][NH:23][CH2:24][CH2:25][C:26]=3[N:27]=2)[CH:9]=[CH:10][C:11]=1[N:12]1[CH:16]=[C:15]([CH3:17])[N:14]=[CH:13]1.[CH3:28][S:29](Cl)(=[O:31])=[O:30]. (4) Given the product [CH:1]1([C:4]2[N:5]=[CH:6][C:7]([O:10][C@H:11]3[CH2:40][N:14]4[CH2:15][CH2:16][N:17]([C:19](=[O:39])[CH:20]([NH:31][C:32](=[O:38])[O:33][CH3:34])[C:21]5[CH:26]=[CH:25][CH:24]=[C:23]([C:27]([F:30])([F:28])[F:29])[CH:22]=5)[CH2:18][C@@H:13]4[CH2:12]3)=[N:8][CH:9]=2)[CH2:2][CH2:3]1, predict the reactants needed to synthesize it. The reactants are: [CH:1]1([C:4]2[N:5]=[CH:6][C:7]([O:10][C@H:11]3[CH2:40][N:14]4[CH2:15][CH2:16][N:17]([C:19](=[O:39])[CH:20]([NH:31][C:32](=[O:38])[O:33][C:34](C)(C)C)[C:21]5[CH:26]=[CH:25][CH:24]=[C:23]([C:27]([F:30])([F:29])[F:28])[CH:22]=5)[CH2:18][C@@H:13]4[CH2:12]3)=[N:8][CH:9]=2)[CH2:3][CH2:2]1.ClC(OC)=O.C(N(CC)CC)C. (5) Given the product [Cl:1][C:2]1[CH:9]=[CH:8][C:5]([C:6]#[N:7])=[C:4]([O:23][C:18]2[CH:19]=[CH:12][C:13]([O:20][CH3:21])=[C:14]([CH:15]=[O:16])[CH:17]=2)[CH:3]=1, predict the reactants needed to synthesize it. The reactants are: [Cl:1][C:2]1[CH:9]=[CH:8][C:5]([C:6]#[N:7])=[C:4](F)[CH:3]=1.O[C:12]1[C:13]([O:20][CH3:21])=[C:14]([CH:17]=[CH:18][CH:19]=1)[CH:15]=[O:16].C(=O)([O-])[O-:23].[Cs+].[Cs+].O. (6) The reactants are: [Cl:1][C:2]1[CH:3]=[CH:4][C:5]([NH:8][C:9](=[O:31])[C:10]2[CH:15]=[C:14]([C:16]([O:18]C)=[O:17])[CH:13]=[CH:12][C:11]=2[NH:20][CH2:21][CH:22]2[CH2:27][CH2:26][N:25]([CH:28]([CH3:30])[CH3:29])[CH2:24][CH2:23]2)=[N:6][CH:7]=1.CO.O.O.O.O.O.O.O.O.[OH-].[Ba+2].[OH-].[ClH:45]. Given the product [ClH:1].[ClH:45].[ClH:1].[C:16]([C:14]1[CH:13]=[CH:12][C:11]([NH:20][CH2:21][CH:22]2[CH2:27][CH2:26][N:25]([CH:28]([CH3:30])[CH3:29])[CH2:24][CH2:23]2)=[C:10]([CH:15]=1)[C:9]([NH:8][C:5]1[CH:4]=[CH:3][C:2]([Cl:1])=[CH:7][N:6]=1)=[O:31])([OH:18])=[O:17], predict the reactants needed to synthesize it. (7) Given the product [NH2:24][C:21]1[N:20]=[CH:19][C:18]([C:17]#[C:16][C:15]2[C:10]([C:7]3[CH:8]=[CH:9][C:4]([C:3]([OH:28])=[O:2])=[C:5]([F:27])[CH:6]=3)=[N:11][CH:12]=[N:13][C:14]=2[CH2:25][CH3:26])=[CH:23][CH:22]=1, predict the reactants needed to synthesize it. The reactants are: C[O:2][C:3](=[O:28])[C:4]1[CH:9]=[CH:8][C:7]([C:10]2[C:15]([C:16]#[C:17][C:18]3[CH:19]=[N:20][C:21]([NH2:24])=[CH:22][CH:23]=3)=[C:14]([CH2:25][CH3:26])[N:13]=[CH:12][N:11]=2)=[CH:6][C:5]=1[F:27].[Li+].[OH-].